From a dataset of Forward reaction prediction with 1.9M reactions from USPTO patents (1976-2016). Predict the product of the given reaction. (1) Given the reactants [NH2:1][C:2]1[CH:3]=[CH:4][C:5]([O:28][CH3:29])=[C:6]([NH:8][C:9]2[N:14]=[C:13]([N:15]([CH3:26])[C:16]3[CH:25]=[CH:24][CH:23]=[CH:22][C:17]=3[C:18]([NH:20][CH3:21])=[O:19])[C:12]([Cl:27])=[CH:11][N:10]=2)[CH:7]=1.CCN(C(C)C)C(C)C.[C:39](Cl)(=[O:42])[CH:40]=[CH2:41], predict the reaction product. The product is: [C:39]([NH:1][C:2]1[CH:3]=[CH:4][C:5]([O:28][CH3:29])=[C:6]([NH:8][C:9]2[N:14]=[C:13]([N:15]([CH3:26])[C:16]3[CH:25]=[CH:24][CH:23]=[CH:22][C:17]=3[C:18]([NH:20][CH3:21])=[O:19])[C:12]([Cl:27])=[CH:11][N:10]=2)[CH:7]=1)(=[O:42])[CH:40]=[CH2:41]. (2) Given the reactants [CH3:1][P:2](=[O:13])([CH3:12])[C:3]1[CH:8]=[CH:7][C:6]([N+:9]([O-])=O)=[CH:5][CH:4]=1, predict the reaction product. The product is: [CH3:12][P:2](=[O:13])([CH3:1])[C:3]1[CH:4]=[CH:5][C:6]([NH2:9])=[CH:7][CH:8]=1. (3) Given the reactants [C:1]([OH:11])(=O)[CH:2]=[CH:3][C:4]1[CH:9]=[CH:8][CH:7]=[CH:6][CH:5]=1.O=S(Cl)[Cl:14], predict the reaction product. The product is: [C:1]([Cl:14])(=[O:11])[CH:2]=[CH:3][C:4]1[CH:9]=[CH:8][CH:7]=[CH:6][CH:5]=1. (4) Given the reactants [Cl:1][C:2]1[CH:3]=[CH:4][C:5]2[N:11]3[C:12]([C:15]([F:18])([F:17])[F:16])=[N:13][N:14]=[C:10]3[C@@H:9]([CH2:19][C:20]([O:22]C(C)C)=[O:21])[S:8][C@H:7]([C:26]3[CH:31]=[CH:30][CH:29]=[C:28]([O:32][CH3:33])[C:27]=3[Cl:34])[C:6]=2[CH:35]=1.Cl, predict the reaction product. The product is: [Cl:1][C:2]1[CH:3]=[CH:4][C:5]2[N:11]3[C:12]([C:15]([F:18])([F:17])[F:16])=[N:13][N:14]=[C:10]3[C@@H:9]([CH2:19][C:20]([OH:22])=[O:21])[S:8][C@H:7]([C:26]3[CH:31]=[CH:30][CH:29]=[C:28]([O:32][CH3:33])[C:27]=3[Cl:34])[C:6]=2[CH:35]=1.